This data is from Forward reaction prediction with 1.9M reactions from USPTO patents (1976-2016). The task is: Predict the product of the given reaction. (1) Given the reactants N1C(Cl)=NC(Cl)=NC=1[Cl:3].CN(C)C=O.[Cl:15][C:16]1[C:17]([CH3:38])=[C:18]([C:27]2[CH:28]=[CH:29][C:30]([C:33]([N:35]([CH3:37])[CH3:36])=[O:34])=[N:31][CH:32]=2)[C:19]([O:25][CH3:26])=[C:20]([CH:22](O)[CH3:23])[CH:21]=1.O, predict the reaction product. The product is: [Cl:15][C:16]1[C:17]([CH3:38])=[C:18]([C:27]2[CH:28]=[CH:29][C:30]([C:33]([N:35]([CH3:37])[CH3:36])=[O:34])=[N:31][CH:32]=2)[C:19]([O:25][CH3:26])=[C:20]([CH:22]([Cl:3])[CH3:23])[CH:21]=1. (2) Given the reactants Br[C:2]1[C:10]2[C:5](=[CH:6][CH:7]=[CH:8][C:9]=2[N+:11]([O-:13])=[O:12])[N:4]([CH2:14][C:15]2[CH:19]=[C:18]([CH3:20])[N:17]([CH:21]([CH3:23])[CH3:22])[N:16]=2)[N:3]=1.[C:24]([O-])([O-])=O.[K+].[K+].CB(O)O.C1(P(C2CCCCC2)C2C=CC=CC=2C2C(OC)=CC=C(S([O-])(=O)=O)C=2OC)CCCCC1.[Na+], predict the reaction product. The product is: [CH:21]([N:17]1[C:18]([CH3:20])=[CH:19][C:15]([CH2:14][N:4]2[C:5]3[C:10](=[C:9]([N+:11]([O-:13])=[O:12])[CH:8]=[CH:7][CH:6]=3)[C:2]([CH3:24])=[N:3]2)=[N:16]1)([CH3:23])[CH3:22].